This data is from Full USPTO retrosynthesis dataset with 1.9M reactions from patents (1976-2016). The task is: Predict the reactants needed to synthesize the given product. (1) Given the product [Cl:1][C:2]1[CH:3]=[C:4]([CH:27]([OH:34])[CH2:28][C:29]([OH:31])=[O:30])[CH:5]=[CH:6][C:7]=1[C:8]1[N:12]=[C:11]([C:13]2[N:14]=[C:15]3[C:20]([Cl:21])=[CH:19][C:18]([C:22]([F:24])([F:25])[F:23])=[CH:17][N:16]3[CH:26]=2)[O:10][N:9]=1, predict the reactants needed to synthesize it. The reactants are: [Cl:1][C:2]1[CH:3]=[C:4]([C:27](=[O:34])[CH2:28][C:29]([O:31]CC)=[O:30])[CH:5]=[CH:6][C:7]=1[C:8]1[N:12]=[C:11]([C:13]2[N:14]=[C:15]3[C:20]([Cl:21])=[CH:19][C:18]([C:22]([F:25])([F:24])[F:23])=[CH:17][N:16]3[CH:26]=2)[O:10][N:9]=1.[BH4-].[Na+].[OH-].[Li+]. (2) Given the product [Cl:36][C:31]1[CH:30]=[C:29]([NH:28][C:15]2[C:14]3[C:19](=[CH:20][CH:21]=[C:12]([CH2:11][CH2:10][CH2:9][OH:8])[CH:13]=3)[N:18]=[C:17]([C:22]3[CH:23]=[N:24][CH:25]=[CH:26][CH:27]=3)[N:16]=2)[CH:34]=[CH:33][C:32]=1[F:35], predict the reactants needed to synthesize it. The reactants are: [Si]([O:8][CH2:9][CH2:10][CH2:11][C:12]1[CH:13]=[C:14]2[C:19](=[CH:20][CH:21]=1)[N:18]=[C:17]([C:22]1[CH:23]=[N:24][CH:25]=[CH:26][CH:27]=1)[N:16]=[C:15]2[NH:28][C:29]1[CH:34]=[CH:33][C:32]([F:35])=[C:31]([Cl:36])[CH:30]=1)(C(C)(C)C)(C)C.ClC(OC(Cl)C)=O. (3) The reactants are: [Br:1][C:2]1[CH:11]=[C:10]2[C:5]([NH:6][C@@H:7]([CH3:22])[CH2:8][N:9]2[S:12]([C:15]2[CH:21]=[CH:20][C:18]([CH3:19])=[CH:17][CH:16]=2)(=[O:14])=[O:13])=[CH:4][CH:3]=1.N1C=CC=CC=1.[F:29][C:30]([F:41])([F:40])[C:31](O[C:31](=[O:32])[C:30]([F:41])([F:40])[F:29])=[O:32]. Given the product [Br:1][C:2]1[CH:11]=[C:10]2[C:5](=[CH:4][CH:3]=1)[N:6]([C:31](=[O:32])[C:30]([F:41])([F:40])[F:29])[C@@H:7]([CH3:22])[CH2:8][N:9]2[S:12]([C:15]1[CH:21]=[CH:20][C:18]([CH3:19])=[CH:17][CH:16]=1)(=[O:13])=[O:14], predict the reactants needed to synthesize it. (4) Given the product [CH3:16][O:17][C:18]1[CH:19]=[C:20]([C:2]2[CH:15]=[N:14][C:5]3[NH:6][C:7]4[CH2:8][CH2:9][CH2:10][C:11](=[O:13])[C:12]=4[C:4]=3[CH:3]=2)[CH:21]=[CH:22][C:23]=1[O:24][CH3:25], predict the reactants needed to synthesize it. The reactants are: Br[C:2]1[CH:15]=[N:14][C:5]2[NH:6][C:7]3[CH2:8][CH2:9][CH2:10][C:11](=[O:13])[C:12]=3[C:4]=2[CH:3]=1.[CH3:16][O:17][C:18]1[CH:19]=[C:20](B(O)O)[CH:21]=[CH:22][C:23]=1[O:24][CH3:25].C(=O)([O-])[O-].[Na+].[Na+].Cl. (5) Given the product [I:14][C:2]1[CH:7]=[CH:6][C:5]([CH3:8])=[CH:4][C:3]=1[C:9]([O:11][CH3:12])=[O:10], predict the reactants needed to synthesize it. The reactants are: N[C:2]1[CH:7]=[CH:6][C:5]([CH3:8])=[CH:4][C:3]=1[C:9]([O:11][CH3:12])=[O:10].[I-].[I:14]CI.N(OCCC(C)C)=O. (6) Given the product [Br:1][C:2]1[C:3]([CH3:12])=[C:4]([S:8]([NH:23][C:13]23[CH2:14][CH:15]4[CH2:21][CH:19]([CH2:18][CH:17]([CH2:16]4)[CH2:22]2)[CH2:20]3)(=[O:10])=[O:9])[CH:5]=[CH:6][CH:7]=1, predict the reactants needed to synthesize it. The reactants are: [Br:1][C:2]1[C:3]([CH3:12])=[C:4]([S:8](Cl)(=[O:10])=[O:9])[CH:5]=[CH:6][CH:7]=1.[C:13]12([NH2:23])[CH2:22][CH:17]3[CH2:18][CH:19]([CH2:21][CH:15]([CH2:16]3)[CH2:14]1)[CH2:20]2.C(N(C(C)C)CC)(C)C.